Dataset: NCI-60 drug combinations with 297,098 pairs across 59 cell lines. Task: Regression. Given two drug SMILES strings and cell line genomic features, predict the synergy score measuring deviation from expected non-interaction effect. (1) Drug 1: CNC(=O)C1=NC=CC(=C1)OC2=CC=C(C=C2)NC(=O)NC3=CC(=C(C=C3)Cl)C(F)(F)F. Drug 2: C1CN(P(=O)(OC1)NCCCl)CCCl. Cell line: DU-145. Synergy scores: CSS=3.43, Synergy_ZIP=1.33, Synergy_Bliss=5.97, Synergy_Loewe=0.243, Synergy_HSA=1.98. (2) Drug 1: CC12CCC3C(C1CCC2=O)CC(=C)C4=CC(=O)C=CC34C. Drug 2: C1=NC2=C(N1)C(=S)N=CN2. Cell line: NCI-H226. Synergy scores: CSS=18.5, Synergy_ZIP=-5.75, Synergy_Bliss=-8.63, Synergy_Loewe=-16.3, Synergy_HSA=-5.85. (3) Drug 1: COC1=CC(=CC(=C1O)OC)C2C3C(COC3=O)C(C4=CC5=C(C=C24)OCO5)OC6C(C(C7C(O6)COC(O7)C8=CC=CS8)O)O. Drug 2: CC=C1C(=O)NC(C(=O)OC2CC(=O)NC(C(=O)NC(CSSCCC=C2)C(=O)N1)C(C)C)C(C)C. Cell line: NCI-H522. Synergy scores: CSS=75.5, Synergy_ZIP=6.39, Synergy_Bliss=7.36, Synergy_Loewe=5.67, Synergy_HSA=9.87. (4) Drug 1: C(CN)CNCCSP(=O)(O)O. Drug 2: N.N.Cl[Pt+2]Cl. Cell line: MCF7. Synergy scores: CSS=21.0, Synergy_ZIP=-7.71, Synergy_Bliss=-2.51, Synergy_Loewe=-2.26, Synergy_HSA=-0.225. (5) Drug 1: C1=CN(C(=O)N=C1N)C2C(C(C(O2)CO)O)O.Cl. Drug 2: C1=CC=C(C=C1)NC(=O)CCCCCCC(=O)NO. Cell line: T-47D. Synergy scores: CSS=18.6, Synergy_ZIP=-2.69, Synergy_Bliss=-1.50, Synergy_Loewe=-0.995, Synergy_HSA=-0.642. (6) Drug 1: CN(CC1=CN=C2C(=N1)C(=NC(=N2)N)N)C3=CC=C(C=C3)C(=O)NC(CCC(=O)O)C(=O)O. Drug 2: C1CC(=O)NC(=O)C1N2C(=O)C3=CC=CC=C3C2=O. Cell line: UACC62. Synergy scores: CSS=26.1, Synergy_ZIP=2.37, Synergy_Bliss=3.38, Synergy_Loewe=-44.4, Synergy_HSA=2.11. (7) Synergy scores: CSS=41.4, Synergy_ZIP=-4.75, Synergy_Bliss=-3.80, Synergy_Loewe=-1.91, Synergy_HSA=2.92. Drug 1: C1C(C(OC1N2C=NC3=C(N=C(N=C32)Cl)N)CO)O. Cell line: PC-3. Drug 2: C1CCC(C(C1)N)N.C(=O)(C(=O)[O-])[O-].[Pt+4].